From a dataset of Reaction yield outcomes from USPTO patents with 853,638 reactions. Predict the reaction yield, written as a fraction of the theoretical maximum amount of product (1.0 means a 100% yield; for example, 0.34 means a 34% yield). (1) The reactants are [Cl:1][C:2]1[C:35]([C:36]([F:39])([F:38])[F:37])=[CH:34][CH:33]=[CH:32][C:3]=1[CH2:4][N:5]([CH2:18][CH:19]([C:26]1[CH:31]=[CH:30][CH:29]=[CH:28][CH:27]=1)[C:20]1[CH:25]=[CH:24][CH:23]=[CH:22][CH:21]=1)[CH2:6][CH2:7][CH2:8][O:9][C:10]1[CH:17]=[CH:16][C:13]([CH:14]=O)=[CH:12][CH:11]=1.[CH3:40][NH2:41].[BH-](OC(C)=O)(OC(C)=O)OC(C)=O.[Na+]. The catalyst is ClCCl.CC(O)=O. The product is [Cl:1][C:2]1[C:35]([C:36]([F:39])([F:38])[F:37])=[CH:34][CH:33]=[CH:32][C:3]=1[CH2:4][N:5]([CH2:18][CH:19]([C:26]1[CH:31]=[CH:30][CH:29]=[CH:28][CH:27]=1)[C:20]1[CH:25]=[CH:24][CH:23]=[CH:22][CH:21]=1)[CH2:6][CH2:7][CH2:8][O:9][C:10]1[CH:17]=[CH:16][C:13]([CH2:14][NH:41][CH3:40])=[CH:12][CH:11]=1. The yield is 0.150. (2) The reactants are C(N(C(C)C)CC)(C)C.[Li]CCCC.[Cl:15][C:16]1[CH:21]=[C:20]([Cl:22])[CH:19]=[CH:18][N:17]=1.[C:23](=[O:25])=[O:24]. The catalyst is C1COCC1.CCCCCC. The product is [Cl:15][C:16]1[N:17]=[CH:18][CH:19]=[C:20]([Cl:22])[C:21]=1[C:23]([OH:25])=[O:24]. The yield is 0.820. (3) The reactants are CN(C)CCN(C)C.C(=O)=O.C([Li])(CC)C.C1CCCCC1.[Cl:23][C:24]1[CH:25]=[C:26]([CH:30]=[CH:31][C:32]=1[F:33])[C:27]([OH:29])=[O:28].[Cl:34]C(Cl)(Cl)C(Cl)(Cl)Cl. The catalyst is O1CCCC1.O. The product is [Cl:34][C:25]1[C:24]([Cl:23])=[C:32]([F:33])[CH:31]=[CH:30][C:26]=1[C:27]([OH:29])=[O:28]. The yield is 0.700. (4) The reactants are C(OC([N:8]1[CH2:13][CH2:12][N:11]([C:14]2[CH:19]=[CH:18][CH:17]=[C:16]([CH2:20][C:21]3[CH:26]=[CH:25][CH:24]=[CH:23][CH:22]=3)[CH:15]=2)[C@@H:10]([CH:27]([CH3:29])[CH3:28])[CH2:9]1)=O)(C)(C)C.C(O)(C(F)(F)F)=O.[SiH](CC)(CC)CC.C([O-])(O)=O.[Na+].[OH-].[Na+]. The catalyst is C(Cl)Cl.C(Cl)Cl.CO.O. The product is [CH2:20]([C:16]1[CH:15]=[C:14]([N:11]2[CH2:12][CH2:13][NH:8][CH2:9][C@@H:10]2[CH:27]([CH3:29])[CH3:28])[CH:19]=[CH:18][CH:17]=1)[C:21]1[CH:22]=[CH:23][CH:24]=[CH:25][CH:26]=1. The yield is 0.929. (5) The catalyst is ClC(Cl)C. The product is [Cl:1][C:2]1[C:3]([O:53][CH3:54])=[CH:4][CH:5]=[C:6]2[C:11]=1[N:10]=[C:9]([C:12]1[S:13][CH:14]=[C:15]([CH:17]([CH3:18])[CH3:19])[N:16]=1)[CH:8]=[C:7]2[O:20][C@@H:21]1[CH2:25][N:24]2[C@H:23]([C:43](=[O:44])[N:45]([CH3:46])[CH2:47][CH2:48][CH2:49][CH2:50][CH:51]=[CH:52][C@H:31]3[C@:29]([C:34]([NH:35][S:36]([CH:39]4[CH2:41][CH2:40]4)(=[O:37])=[O:38])=[O:42])([NH:28][C:26]2=[O:27])[CH2:30]3)[CH2:22]1. The reactants are [Cl:1][C:2]1[C:3]([O:53][CH3:54])=[CH:4][CH:5]=[C:6]2[C:11]=1[N:10]=[C:9]([C:12]1[S:13][CH:14]=[C:15]([CH:17]([CH3:19])[CH3:18])[N:16]=1)[CH:8]=[C:7]2[O:20][C@@H:21]1[CH2:25][N:24]([C:26]([NH:28][C@:29]2([C:34](=[O:42])[NH:35][S:36]([CH:39]3[CH2:41][CH2:40]3)(=[O:38])=[O:37])[CH2:31][C@H:30]2C=C)=[O:27])[C@H:23]([C:43]([N:45]([CH2:47][CH2:48][CH2:49][CH2:50][CH:51]=[CH2:52])[CH3:46])=[O:44])[CH2:22]1.SC1N=CC=CC=1C(O)=O. The yield is 0.540. (6) The catalyst is O1CCOCC1.O.C1C=CC([P]([Pd]([P](C2C=CC=CC=2)(C2C=CC=CC=2)C2C=CC=CC=2)([P](C2C=CC=CC=2)(C2C=CC=CC=2)C2C=CC=CC=2)[P](C2C=CC=CC=2)(C2C=CC=CC=2)C2C=CC=CC=2)(C2C=CC=CC=2)C2C=CC=CC=2)=CC=1. The product is [CH:15]([C:2]1[NH:3][C:4]2[C:9]([C:10]=1[C:11]([O:13][CH3:14])=[O:12])=[CH:8][CH:7]=[CH:6][CH:5]=2)=[CH2:16]. The yield is 0.760. The reactants are Br[C:2]1[NH:3][C:4]2[C:9]([C:10]=1[C:11]([O:13][CH3:14])=[O:12])=[CH:8][CH:7]=[CH:6][CH:5]=2.[CH3:15][C:16]1(C)C(C)(C)OB(C=C)O1.C(=O)([O-])[O-].[Cs+].[Cs+]. (7) The reactants are [CH3:1][C:2]1[CH:37]=[CH:36][C:5]([CH2:6][NH:7][C:8]([CH:10]2[CH2:13][N:12]([C:14]3[C:19]4=[CH:20][C:21]([C:23]5[CH2:24][CH2:25][N:26](C(OC(C)(C)C)=O)[CH2:27][CH:28]=5)=[CH:22][N:18]4[N:17]=[CH:16][N:15]=3)[CH2:11]2)=[O:9])=[CH:4][CH:3]=1.Cl.CCOC(C)=O. The catalyst is CCOC(C)=O. The product is [CH3:1][C:2]1[CH:3]=[CH:4][C:5]([CH2:6][NH:7][C:8]([CH:10]2[CH2:13][N:12]([C:14]3[C:19]4=[CH:20][C:21]([C:23]5[CH2:24][CH2:25][NH:26][CH2:27][CH:28]=5)=[CH:22][N:18]4[N:17]=[CH:16][N:15]=3)[CH2:11]2)=[O:9])=[CH:36][CH:37]=1. The yield is 0.417.